From a dataset of Peptide-MHC class I binding affinity with 185,985 pairs from IEDB/IMGT. Regression. Given a peptide amino acid sequence and an MHC pseudo amino acid sequence, predict their binding affinity value. This is MHC class I binding data. The peptide sequence is KIQNVIIDECY. The MHC is HLA-B27:05 with pseudo-sequence HLA-B27:05. The binding affinity (normalized) is 0.